Dataset: NCI-60 drug combinations with 297,098 pairs across 59 cell lines. Task: Regression. Given two drug SMILES strings and cell line genomic features, predict the synergy score measuring deviation from expected non-interaction effect. Cell line: SW-620. Drug 2: C1=CN(C(=O)N=C1N)C2C(C(C(O2)CO)O)O.Cl. Synergy scores: CSS=63.2, Synergy_ZIP=0.117, Synergy_Bliss=-0.824, Synergy_Loewe=2.59, Synergy_HSA=4.36. Drug 1: COC1=CC(=CC(=C1O)OC)C2C3C(COC3=O)C(C4=CC5=C(C=C24)OCO5)OC6C(C(C7C(O6)COC(O7)C8=CC=CS8)O)O.